The task is: Predict the product of the given reaction.. This data is from Forward reaction prediction with 1.9M reactions from USPTO patents (1976-2016). The product is: [OH:40][C:33]1([CH2:32][CH2:31][NH:30][C:2]2[CH:9]=[C:8]([N:10]3[C:18]4[C:13](=[C:14]([C:19]5[CH:20]=[N:21][C:22]6[C:27]([CH:28]=5)=[CH:26][CH:25]=[CH:24][CH:23]=6)[CH:15]=[CH:16][CH:17]=4)[C:12]([CH3:29])=[N:11]3)[CH:7]=[CH:6][C:3]=2[C:4]#[N:5])[CH2:38][CH2:37][N:36]([CH3:39])[CH2:35][CH2:34]1. Given the reactants Br[C:2]1[CH:9]=[C:8]([N:10]2[C:18]3[C:13](=[C:14]([C:19]4[CH:20]=[N:21][C:22]5[C:27]([CH:28]=4)=[CH:26][CH:25]=[CH:24][CH:23]=5)[CH:15]=[CH:16][CH:17]=3)[C:12]([CH3:29])=[N:11]2)[CH:7]=[CH:6][C:3]=1[C:4]#[N:5].[NH2:30][CH2:31][CH2:32][C:33]1([OH:40])[CH2:38][CH2:37][N:36]([CH3:39])[CH2:35][CH2:34]1.C(=O)([O-])[O-].[Cs+].[Cs+].C1(P(C2C=CC=CC=2)C2C3OC4C(=CC=CC=4P(C4C=CC=CC=4)C4C=CC=CC=4)C(C)(C)C=3C=CC=2)C=CC=CC=1, predict the reaction product.